This data is from Catalyst prediction with 721,799 reactions and 888 catalyst types from USPTO. The task is: Predict which catalyst facilitates the given reaction. (1) Reactant: Cl[CH2:2][CH2:3][CH2:4][CH:5]([C:16]1O[C:18]([C:21]2[CH:26]=[CH:25][C:24]([C:27]3[O:31][C:30]([CH3:32])=[N:29][CH:28]=3)=[C:23]([O:33][CH3:34])[CH:22]=2)=[N:19][N:20]=1)[C:6]1[CH:11]=[CH:10][CH:9]=[CH:8][C:7]=1[C:12]([F:15])([F:14])[F:13].C([O-])(=O)C.[NH4+:39]. Product: [CH3:34][O:33][C:23]1[CH:22]=[C:21]([C:18]2[N:39]=[C:16]3[CH:5]([C:6]4[CH:11]=[CH:10][CH:9]=[CH:8][C:7]=4[C:12]([F:15])([F:14])[F:13])[CH2:4][CH2:3][CH2:2][N:20]3[N:19]=2)[CH:26]=[CH:25][C:24]=1[C:27]1[O:31][C:30]([CH3:32])=[N:29][CH:28]=1. The catalyst class is: 15. (2) Reactant: Cl.Cl.[CH:3]1([N:6]2[CH2:11][CH2:10][CH:9]([NH2:12])[CH2:8][CH2:7]2)[CH2:5][CH2:4]1.C([O-])(O)=[O:14].[Na+].C[O:19][C:20]([C:22]1[CH:46]=[CH:45][C:25]2[N:26]([CH2:33][C:34]3[CH:38]=[C:37]([C:39]4[S:40][C:41]([Cl:44])=[CH:42][CH:43]=4)[O:36][N:35]=3)[C:27]([C:29](Cl)(Cl)Cl)=[N:28][C:24]=2[CH:23]=1)=[O:21]. Product: [Cl:44][C:41]1[S:40][C:39]([C:37]2[O:36][N:35]=[C:34]([CH2:33][N:26]3[C:25]4[CH:45]=[CH:46][C:22]([C:20]([OH:19])=[O:21])=[CH:23][C:24]=4[N:28]=[C:27]3[C:29](=[O:14])[NH:12][CH:9]3[CH2:10][CH2:11][N:6]([CH:3]4[CH2:5][CH2:4]4)[CH2:7][CH2:8]3)[CH:38]=2)=[CH:43][CH:42]=1. The catalyst class is: 144. (3) Reactant: Cl.[NH2:2][CH:3]([C:9]([O:11][CH2:12][CH3:13])=[O:10])[C:4]([O:6][CH2:7][CH3:8])=[O:5].[CH2:14]([N:16](CC)CC)C.C(O[CH2:25][CH3:26])(=O)C.[C:27](=O)([O-])O.[Na+]. Product: [C:14]([C:25]([CH3:26])=[CH:27][NH:2][CH:3]([C:4]([O:6][CH2:7][CH3:8])=[O:5])[C:9]([O:11][CH2:12][CH3:13])=[O:10])#[N:16]. The catalyst class is: 8. (4) Reactant: CON(C)[C:4]([C:6]1[CH:7]=[CH:8][C:9]2[N:10]([C:12]([CH:15]([C:17]3[CH:18]=[C:19]4[C:24](=[CH:25][CH:26]=3)[N:23]=[CH:22][C:21]([Br:27])=[CH:20]4)[CH3:16])=[N:13][N:14]=2)[N:11]=1)=[O:5].[CH3:29][Mg]I. Product: [Br:27][C:21]1[CH:22]=[N:23][C:24]2[C:19]([CH:20]=1)=[CH:18][C:17]([CH:15]([C:12]1[N:10]3[N:11]=[C:6]([C:4](=[O:5])[CH3:29])[CH:7]=[CH:8][C:9]3=[N:14][N:13]=1)[CH3:16])=[CH:26][CH:25]=2. The catalyst class is: 1. (5) Reactant: [CH3:1][C:2]1[CH:11]=[CH:10][C:9]2[C:4](=[CH:5][CH:6]=[CH:7][C:8]=2[O:12][CH2:13][CH2:14][N:15]2[CH2:20][CH2:19][C:18](=[CH:21][C:22]3[CH:23]=[C:24]([CH:29]=[CH:30][CH:31]=3)[C:25]([O:27]C)=[O:26])[CH2:17][CH2:16]2)[N:3]=1.[OH-].[Na+]. The catalyst class is: 5. Product: [CH3:1][C:2]1[CH:11]=[CH:10][C:9]2[C:4](=[CH:5][CH:6]=[CH:7][C:8]=2[O:12][CH2:13][CH2:14][N:15]2[CH2:20][CH2:19][C:18](=[CH:21][C:22]3[CH:23]=[C:24]([CH:29]=[CH:30][CH:31]=3)[C:25]([OH:27])=[O:26])[CH2:17][CH2:16]2)[N:3]=1. (6) Reactant: [CH:1]([C:3]1[CH:4]=[C:5]([CH:10]=[CH:11][CH:12]=1)[C:6]([O:8][CH3:9])=[O:7])=O.[O:13]1[CH2:18][CH2:17][CH:16]([NH2:19])[CH2:15][CH2:14]1.CC(O)=O.[BH3-]C#N.[Na+]. Product: [O:13]1[CH2:18][CH2:17][CH:16]([NH:19][CH2:1][C:3]2[CH:4]=[C:5]([CH:10]=[CH:11][CH:12]=2)[C:6]([O:8][CH3:9])=[O:7])[CH2:15][CH2:14]1. The catalyst class is: 5. (7) Reactant: [CH3:1][N:2]1[C:6]([CH3:7])=[C:5]([CH:8]=O)[CH:4]=[N:3]1.[C:10]([S:14]([NH2:16])=[O:15])([CH3:13])([CH3:12])[CH3:11]. Product: [CH3:1][N:2]1[C:6]([CH3:7])=[C:5](/[CH:8]=[N:16]/[S:14]([C:10]([CH3:13])([CH3:12])[CH3:11])=[O:15])[CH:4]=[N:3]1. The catalyst class is: 220.